Dataset: Forward reaction prediction with 1.9M reactions from USPTO patents (1976-2016). Task: Predict the product of the given reaction. (1) Given the reactants [CH2:1]([O:3][C:4](=[O:20])[CH:5]([O:17][CH2:18][CH3:19])[CH2:6][C:7]1[CH:12]=[CH:11][C:10]([OH:13])=[CH:9][C:8]=1[O:14][CH2:15][CH3:16])[CH3:2].[C:21]([C:25]1[CH:30]=[CH:29][C:28]([C:31]2[O:32][C:33]([CH3:38])=[C:34]([CH2:36]Cl)[N:35]=2)=[CH:27][CH:26]=1)([CH3:24])([CH3:23])[CH3:22].C(C1C=CC(C=O)=CC=1)(C)(C)C.O=P(Cl)(Cl)Cl.C(=O)([O-])[O-].[K+].[K+], predict the reaction product. The product is: [CH2:1]([O:3][C:4](=[O:20])[CH:5]([O:17][CH2:18][CH3:19])[CH2:6][C:7]1[CH:12]=[CH:11][C:10]([O:13][CH2:36][C:34]2[N:35]=[C:31]([C:28]3[CH:27]=[CH:26][C:25]([C:21]([CH3:24])([CH3:23])[CH3:22])=[CH:30][CH:29]=3)[O:32][C:33]=2[CH3:38])=[CH:9][C:8]=1[O:14][CH2:15][CH3:16])[CH3:2]. (2) Given the reactants [NH2:1][C:2]1[CH:10]=[CH:9][CH:8]=[C:7]([C:11]([F:14])([F:13])[F:12])[C:3]=1[C:4]([OH:6])=[O:5].[ClH:15], predict the reaction product. The product is: [ClH:15].[NH2:1][C:2]1[CH:10]=[CH:9][CH:8]=[C:7]([C:11]([F:12])([F:13])[F:14])[C:3]=1[C:4]([OH:6])=[O:5]. (3) Given the reactants [C:1]([O:5][C:6]([N:8]1[CH2:13][CH2:12][CH:11]([NH2:14])[CH2:10][CH2:9]1)=[O:7])([CH3:4])([CH3:3])[CH3:2].[CH3:15][C:16]1C=CC(C=O)=[CH:18][C:17]=1[CH:24](C)[C:25](F)(F)[F:26].[BH4-].[Na+].[C:32](O)(=O)[CH3:33], predict the reaction product. The product is: [C:1]([O:5][C:6]([N:8]1[CH2:13][CH2:12][CH:11]([NH:14][CH2:18][C:17]2[CH:16]=[CH:15][C:32]([CH3:33])=[C:25]([F:26])[CH:24]=2)[CH2:10][CH2:9]1)=[O:7])([CH3:4])([CH3:2])[CH3:3]. (4) Given the reactants Cl.Cl.[NH:3]1[CH2:8][CH2:7][CH:6]([N:9]2[CH2:18][CH2:17][C:16]3[C:11](=[CH:12][CH:13]=[CH:14][CH:15]=3)[CH2:10]2)[CH2:5][CH2:4]1.[CH3:19][C:20]1[C:28]2[C:23](=[CH:24][CH:25]=[C:26]([C:29](O)=[O:30])[CH:27]=2)[NH:22][C:21]=1[C:32]1[NH:36][N:35]=[CH:34][CH:33]=1, predict the reaction product. The product is: [CH3:19][C:20]1[C:28]2[C:23](=[CH:24][CH:25]=[C:26]([C:29]([N:3]3[CH2:8][CH2:7][CH:6]([N:9]4[CH2:18][CH2:17][C:16]5[C:11](=[CH:12][CH:13]=[CH:14][CH:15]=5)[CH2:10]4)[CH2:5][CH2:4]3)=[O:30])[CH:27]=2)[NH:22][C:21]=1[C:32]1[NH:36][N:35]=[CH:34][CH:33]=1. (5) Given the reactants [C:1]([C@@H:4]1[CH2:9][N:8]2[CH2:10][CH2:11][CH2:12][C@@H:7]2[CH2:6][N:5]1[C:13]([O:15][C:16]([CH3:19])([CH3:18])[CH3:17])=[O:14])(=O)[NH2:2].COC1C=CC(P2(=S)SP(=S)(C3C=CC(OC)=CC=3)[S:29]2)=CC=1, predict the reaction product. The product is: [C:1]([C@@H:4]1[CH2:9][N:8]2[CH2:10][CH2:11][CH2:12][C@@H:7]2[CH2:6][N:5]1[C:13]([O:15][C:16]([CH3:19])([CH3:18])[CH3:17])=[O:14])(=[S:29])[NH2:2]. (6) Given the reactants [CH3:1][NH:2][C:3]1([C:10]2[CH:11]=[CH:12][CH:13]=[CH:14][C:15]=2[Cl:16])[C:8](=[O:9])[CH2:7][CH2:6][CH2:5][CH2:4]1.Cl.CCOCCOCCO, predict the reaction product. The product is: [CH3:1][NH:2][C:3]1([C:10]2[CH:11]=[CH:12][CH:13]=[CH:14][C:15]=2[Cl:16])[C:8](=[O:9])[CH2:7][CH2:6][CH2:5][CH2:4]1.